Task: Regression/Classification. Given a drug SMILES string, predict its toxicity properties. Task type varies by dataset: regression for continuous values (e.g., LD50, hERG inhibition percentage) or binary classification for toxic/non-toxic outcomes (e.g., AMES mutagenicity, cardiotoxicity, hepatotoxicity). Dataset: clintox.. Dataset: Clinical trial toxicity outcomes and FDA approval status for drugs The compound is COC(=O)Nc1nc2cc(C(=O)c3ccccc3)ccc2[nH]1. The result is 0 (passed clinical trial).